From a dataset of Full USPTO retrosynthesis dataset with 1.9M reactions from patents (1976-2016). Predict the reactants needed to synthesize the given product. (1) Given the product [F:1][C:2]1[CH:7]=[CH:6][CH:5]=[CH:4][C:3]=1[N:8]1[C:12]2=[N:13][C:14]([O:18][CH2:19][C:20]3[N:21]([CH3:25])[N:22]=[CH:23][N:24]=3)=[C:15]([C:28]3[CH:29]=[CH:30][S:26][CH:27]=3)[CH:16]=[C:11]2[N:10]=[N:9]1, predict the reactants needed to synthesize it. The reactants are: [F:1][C:2]1[CH:7]=[CH:6][CH:5]=[CH:4][C:3]=1[N:8]1[C:12]2=[N:13][C:14]([O:18][CH2:19][C:20]3[N:21]([CH3:25])[N:22]=[CH:23][N:24]=3)=[C:15](Br)[CH:16]=[C:11]2[N:10]=[N:9]1.[S:26]1[CH:30]=[CH:29][C:28](B(O)O)=[CH:27]1.C(=O)([O-])[O-].[Cs+].[Cs+].C(OCC)(=O)C. (2) The reactants are: [Cl:1][C:2]1[N:7]=[C:6](Cl)[C:5]([C:9]([OH:11])=[O:10])=[CH:4][N:3]=1.C(N(CC)CC)C.[NH2:19][CH2:20][CH2:21][CH2:22][NH:23][C:24](=[O:30])[O:25][C:26]([CH3:29])([CH3:28])[CH3:27].C(OCC)(=O)C. Given the product [C:26]([O:25][C:24]([NH:23][CH2:22][CH2:21][CH2:20][NH:19][C:6]1[C:5]([C:9]([OH:11])=[O:10])=[CH:4][N:3]=[C:2]([Cl:1])[N:7]=1)=[O:30])([CH3:29])([CH3:28])[CH3:27], predict the reactants needed to synthesize it. (3) Given the product [F:20][C:2]([F:1])([C:14]1[CH:19]=[CH:18][CH:17]=[CH:16][CH:15]=1)[C:3]1[N:7]=[C:6]([C@H:8]2[CH2:12][CH2:11][C@H:10]([NH:13][C:31]3[N:36]=[CH:35][N:34]=[C:33]4[NH:37][N:38]=[CH:39][C:32]=34)[CH2:9]2)[O:5][N:4]=1, predict the reactants needed to synthesize it. The reactants are: [F:1][C:2]([F:20])([C:14]1[CH:19]=[CH:18][CH:17]=[CH:16][CH:15]=1)[C:3]1[N:7]=[C:6]([C@H:8]2[CH2:12][CH2:11][C@H:10]([NH2:13])[CH2:9]2)[O:5][N:4]=1.CCN(C(C)C)C(C)C.Cl[C:31]1[N:36]=[CH:35][N:34]=[C:33]2[N:37](C3CCCCO3)[N:38]=[CH:39][C:32]=12.Cl. (4) Given the product [C:26]([O:25][C:24]([N:23]([CH3:31])[CH:20]1[CH2:19][CH2:18][CH:17]([O:16][C:7]2[C:6]3[C:5]4[C@@H:4]([CH2:3][CH:2]([NH:1][C:42](=[O:43])[O:44][CH2:45][C:46]5[CH:51]=[CH:50][CH:49]=[CH:48][CH:47]=5)[C:32]#[N:33])[CH2:15][CH2:14][C:13]=4[S:12][C:11]=3[N:10]=[CH:9][N:8]=2)[CH2:22][CH2:21]1)=[O:30])([CH3:29])([CH3:27])[CH3:28], predict the reactants needed to synthesize it. The reactants are: [NH2:1][CH:2]([C:32]#[N:33])[CH2:3][C@H:4]1[CH2:15][CH2:14][C:13]2[S:12][C:11]3[N:10]=[CH:9][N:8]=[C:7]([O:16][CH:17]4[CH2:22][CH2:21][CH:20]([N:23]([CH3:31])[C:24](=[O:30])[O:25][C:26]([CH3:29])([CH3:28])[CH3:27])[CH2:19][CH2:18]4)[C:6]=3[C:5]1=2.C(N(CC)CC)C.Cl[C:42]([O:44][CH2:45][C:46]1[CH:51]=[CH:50][CH:49]=[CH:48][CH:47]=1)=[O:43]. (5) Given the product [C:26]([C:21]1[C:20]([NH:1][C:2]2[S:6][N:5]=[C:4]([CH3:7])[C:3]=2[C:8]([NH:10][C:11]2[CH:12]=[N:13][C:14]([O:17][CH3:18])=[CH:15][CH:16]=2)=[O:9])=[N:25][CH:24]=[CH:23][N:22]=1)#[N:27], predict the reactants needed to synthesize it. The reactants are: [NH2:1][C:2]1[S:6][N:5]=[C:4]([CH3:7])[C:3]=1[C:8]([NH:10][C:11]1[CH:12]=[N:13][C:14]([O:17][CH3:18])=[CH:15][CH:16]=1)=[O:9].Cl[C:20]1[C:21]([C:26]#[N:27])=[N:22][CH:23]=[CH:24][N:25]=1.C(=O)([O-])[O-].[Cs+].[Cs+].CC1(C)C2C(=C(P(C3C=CC=CC=3)C3C=CC=CC=3)C=CC=2)OC2C(P(C3C=CC=CC=3)C3C=CC=CC=3)=CC=CC1=2. (6) The reactants are: [Cl:1][C:2]1[C:3]([C:9]#[N:10])=[N:4][CH:5]=[C:6]([OH:8])[CH:7]=1.[F:11][CH:12]([F:15])[CH2:13]O.C1(P(C2C=CC=CC=2)C2C=CC=CC=2)C=CC=CC=1.CC(OC(/N=N/C(OC(C)C)=O)=O)C. Given the product [Cl:1][C:2]1[C:3]([C:9]#[N:10])=[N:4][CH:5]=[C:6]([O:8][CH2:13][CH:12]([F:15])[F:11])[CH:7]=1, predict the reactants needed to synthesize it. (7) Given the product [CH3:12][O:11][C:9]1[CH:8]=[CH:7][C:5]2[NH:6][C:2]3[N:1]=[CH:16][CH:17]=[CH:18][C:19]=3[S:3][C:4]=2[CH:10]=1, predict the reactants needed to synthesize it. The reactants are: [NH2:1][C:2]1[S:3][C:4]2[CH:10]=[C:9]([O:11][CH3:12])[CH:8]=[CH:7][C:5]=2[N:6]=1.ClC1[C:19]([N+]([O-])=O)=[CH:18][CH:17]=[CH:16]N=1.